Task: Predict the reactants needed to synthesize the given product.. Dataset: Full USPTO retrosynthesis dataset with 1.9M reactions from patents (1976-2016) (1) Given the product [F:32][C:33]1([F:39])[CH2:38][CH2:37][N:36]([CH2:30][C@@H:28]2[CH2:27][C@H:26]([N:8]3[C:4]4[N:5]=[CH:6][N:7]=[C:2]([NH2:1])[C:3]=4[C:10]([C:11]4[CH:16]=[CH:15][CH:14]=[C:13]([O:17][CH2:18][CH:19]5[CH2:23][CH2:22][C:21]([CH3:24])([CH3:25])[O:20]5)[CH:12]=4)=[CH:9]3)[CH2:29]2)[CH2:35][CH2:34]1, predict the reactants needed to synthesize it. The reactants are: [NH2:1][C:2]1[C:3]2[C:10]([C:11]3[CH:16]=[CH:15][CH:14]=[C:13]([O:17][CH2:18][CH:19]4[CH2:23][CH2:22][C:21]([CH3:25])([CH3:24])[O:20]4)[CH:12]=3)=[CH:9][N:8]([C@@H:26]3[CH2:29][C@H:28]([CH2:30]O)[CH2:27]3)[C:4]=2[N:5]=[CH:6][N:7]=1.[F:32][C:33]1([F:39])[CH2:38][CH2:37][NH:36][CH2:35][CH2:34]1. (2) The reactants are: [CH:1]([C:4]1[CH:9]=[C:8]([CH:10]([CH3:12])[CH3:11])[C:7]([S:13]([C:16]2[CH:21]=[CH:20][CH:19]=[CH:18][CH:17]=2)(=[O:15])=[O:14])=[CH:6][C:5]=1[S:22](Cl)(=[O:24])=[O:23])([CH3:3])[CH3:2].[CH2:26]1[C:34]2[C:29](=[CH:30][CH:31]=[CH:32][CH:33]=2)[CH2:28][CH:27]1[NH2:35]. Given the product [CH2:26]1[C:34]2[C:29](=[CH:30][CH:31]=[CH:32][CH:33]=2)[CH2:28][CH:27]1[NH:35][S:22]([C:5]1[CH:6]=[C:7]([S:13]([C:16]2[CH:21]=[CH:20][CH:19]=[CH:18][CH:17]=2)(=[O:15])=[O:14])[C:8]([CH:10]([CH3:12])[CH3:11])=[CH:9][C:4]=1[CH:1]([CH3:3])[CH3:2])(=[O:24])=[O:23], predict the reactants needed to synthesize it. (3) Given the product [CH2:43]([O:42][C:40]([C:39]1[C:34]2[N:35]([C:24]([C:25]3[CH:30]=[CH:29][CH:28]=[CH:27][CH:26]=3)=[N:32][N:33]=2)[C:36]([S:45][CH3:46])=[N:37][CH:38]=1)=[O:41])[CH3:44], predict the reactants needed to synthesize it. The reactants are: O=P12OP3(OP(OP(O3)(O1)=O)(=O)O2)=O.C[Si](C)(C)O[Si](C)(C)C.[C:24]([NH:32][NH:33][C:34]1[C:39]([C:40]([O:42][CH2:43][CH3:44])=[O:41])=[CH:38][N:37]=[C:36]([S:45][CH3:46])[N:35]=1)(=O)[C:25]1[CH:30]=[CH:29][CH:28]=[CH:27][CH:26]=1.O. (4) Given the product [CH3:9][N:8]([CH3:12])[C:1]([N:3]1[CH:7]=[CH:6][N:5]=[CH:4]1)=[S:2], predict the reactants needed to synthesize it. The reactants are: [C:1]([N:8]1[CH:12]=CN=[CH:9]1)([N:3]1[CH:7]=[CH:6][N:5]=[CH:4]1)=[S:2].CNC. (5) Given the product [Cl:30][C:29]1[CH:28]=[CH:27][CH:26]=[C:25]([Cl:31])[C:24]=1[C:19]1[CH:18]=[CH:17][C:16]2[C:21](=[CH:22][CH:23]=[C:14]([CH:33]=[C:34]([OH:36])[C:39]([O:42][CH3:44])=[O:40])[CH:15]=2)[N:20]=1, predict the reactants needed to synthesize it. The reactants are: C(OC(NC(=C[C:14]1[CH:15]=[C:16]2[C:21](=[CH:22][CH:23]=1)[N:20]=[C:19]([C:24]1[C:29]([Cl:30])=[CH:28][CH:27]=[CH:26][C:25]=1[Cl:31])[CH:18]=[CH:17]2)C([O-])=O)=O)(C)(C)C.F[C:33](F)(F)[C:34]([OH:36])=O.[C:39]([O-:42])(O)=[O:40].[Na+].[CH2:44](Cl)Cl. (6) Given the product [Cl:25][C:9]1[CH:8]=[CH:7][C:6]2[C:11](=[CH:12][CH:13]=[C:4]([N+:1]([O-:3])=[O:2])[CH:5]=2)[N:10]=1, predict the reactants needed to synthesize it. The reactants are: [N+:1]([C:4]1[CH:5]=[C:6]2[C:11](=[CH:12][CH:13]=1)[NH:10][C:9](=O)[CH2:8][CH2:7]2)([O-:3])=[O:2].C(C1C(=O)C([Cl:25])=C(Cl)C(=O)C=1C#N)#N.O=P(Cl)(Cl)Cl. (7) Given the product [CH2:4]([O:11][N:12]([C@H:25]1[CH2:30][N:29]([C:31]([O:33][C:34]([CH3:36])([CH3:37])[CH3:35])=[O:32])[C@H:28]([C:38]([OH:40])=[O:39])[CH2:27][CH2:26]1)[S:13]([C:16]1[CH:21]=[CH:20][CH:19]=[CH:18][C:17]=1[N+:22]([O-:24])=[O:23])(=[O:14])=[O:15])[C:5]1[CH:10]=[CH:9][CH:8]=[CH:7][CH:6]=1, predict the reactants needed to synthesize it. The reactants are: O[Li].O.[CH2:4]([O:11][N:12]([C@H:25]1[CH2:30][N:29]([C:31]([O:33][C:34]([CH3:37])([CH3:36])[CH3:35])=[O:32])[C@H:28]([C:38]([O:40]CC)=[O:39])[CH2:27][CH2:26]1)[S:13]([C:16]1[CH:21]=[CH:20][CH:19]=[CH:18][C:17]=1[N+:22]([O-:24])=[O:23])(=[O:15])=[O:14])[C:5]1[CH:10]=[CH:9][CH:8]=[CH:7][CH:6]=1.Cl. (8) Given the product [NH2:21][C:18]([CH3:20])([CH3:19])[CH2:17][NH:16][C:9](=[O:10])[O:11][C:12]([CH3:13])([CH3:14])[CH3:15], predict the reactants needed to synthesize it. The reactants are: [C:9](O[C:9]([O:11][C:12]([CH3:15])([CH3:14])[CH3:13])=[O:10])([O:11][C:12]([CH3:15])([CH3:14])[CH3:13])=[O:10].[NH2:16][CH2:17][C:18]([NH2:21])([CH3:20])[CH3:19]. (9) The reactants are: Cl.[NH2:2][C@H:3]([CH:8]([CH3:10])[CH3:9])[C:4]([O:6][CH3:7])=[O:5].[C:11](=[O:14])(O)[O-:12].[Na+]. Given the product [C:8]([O:12][C:11]([NH:2][C@H:3]([CH:8]([CH3:10])[CH3:9])[C:4]([O:6][CH3:7])=[O:5])=[O:14])([CH3:10])([CH3:9])[CH3:3], predict the reactants needed to synthesize it.